From a dataset of Full USPTO retrosynthesis dataset with 1.9M reactions from patents (1976-2016). Predict the reactants needed to synthesize the given product. Given the product [N+:17]([C:22]1[CH:23]=[C:24]2[C:29]([CH2:28][CH2:27][CH2:26]2)=[CH:30][C:21]=1[NH:20][C:10](=[O:11])[CH3:12])([O-:16])=[O:38], predict the reactants needed to synthesize it. The reactants are: OO.C(O[C:10]([C:12](F)(F)F)=[O:11])(C(F)(F)F)=O.[O-:16][N+:17]1[C:22]2[CH:23]=[C:24]3[C:29](=[CH:30][C:21]=2[N:20]=C(NCCN(C)C)N=1)[CH2:28][CH2:27][CH2:26]C3.C(O)(C(F)(F)F)=[O:38].